From a dataset of Catalyst prediction with 721,799 reactions and 888 catalyst types from USPTO. Predict which catalyst facilitates the given reaction. Reactant: [C:1]([S:5][CH2:6][C:7]1[CH:25]=[C:24]([NH:26][C:27](=[O:32])[C:28]([CH3:31])([CH3:30])[CH3:29])[CH:23]=[CH:22][C:8]=1[O:9][C:10]1[CH:11]=[C:12]([CH2:18][C:19]([OH:21])=[O:20])[CH:13]=[CH:14][C:15]=1[O:16]C)([CH3:4])([CH3:3])[CH3:2].B(Br)(Br)Br. Product: [C:1]([S:5][CH2:6][C:7]1[CH:25]=[C:24]([NH:26][C:27](=[O:32])[C:28]([CH3:31])([CH3:30])[CH3:29])[CH:23]=[CH:22][C:8]=1[O:9][C:10]1[CH:11]=[C:12]([CH2:18][C:19]([OH:21])=[O:20])[CH:13]=[CH:14][C:15]=1[OH:16])([CH3:4])([CH3:3])[CH3:2]. The catalyst class is: 2.